The task is: Predict the reaction yield, written as a fraction of the theoretical maximum amount of product (1.0 means a 100% yield; for example, 0.34 means a 34% yield).. This data is from Reaction yield outcomes from USPTO patents with 853,638 reactions. (1) The reactants are [N:1]1[C:9]2[CH2:8][CH2:7][CH2:6][C:5]=2[CH:4]=[CH:3][CH:2]=1.[CH:10](=O)[C:11]1[CH:16]=[CH:15][CH:14]=[CH:13][CH:12]=1.C(OC(=O)C)(=O)C. No catalyst specified. The product is [CH:10](=[C:8]1[C:9]2[N:1]=[CH:2][CH:3]=[CH:4][C:5]=2[CH2:6][CH2:7]1)[C:11]1[CH:16]=[CH:15][CH:14]=[CH:13][CH:12]=1. The yield is 0.750. (2) The reactants are Cl[C:2]1[CH:7]=[C:6](I)[C:5]([Cl:9])=[CH:4][N:3]=1.[NH2:10][C:11]1[CH:18]=[C:17]([F:19])[CH:16]=[CH:15][C:12]=1C#N.[O-]P(OP(OP([O-])([O-])=O)([O-])=O)(=O)[O-].[K+].[K+].[K+].[K+].[K+].C1C=CC(P(C2C(OC3C(P(C4C=CC=CC=4)C4C=CC=CC=4)=CC=CC=3)=CC=CC=2)C2C=CC=CC=2)=CC=1.[CH3:77][C:78]1[CH:82]=[C:81]([NH2:83])[N:80]([CH:84]([CH3:86])[CH3:85])[N:79]=1.[C:87](=[O:90])([O-])[O-:88].[Cs+].[Cs+].[OH-].[Na+]. The catalyst is O1CCOCC1.C([O-])(=O)C.[Pd+2].C([O-])(=O)C.C(OCC)(=O)C. The product is [Cl:9][C:5]1[C:6]([NH:10][C:11]2[CH:18]=[C:17]([F:19])[CH:16]=[CH:15][C:12]=2[C:87]([OH:88])=[O:90])=[CH:7][C:2]([NH:83][C:81]2[N:80]([CH:84]([CH3:86])[CH3:85])[N:79]=[C:78]([CH3:77])[CH:82]=2)=[N:3][CH:4]=1. The yield is 0.339. (3) The reactants are [S:1]1[CH:5]=[C:4]([C:6]2[N:7]=[CH:8][N:9]([C:11]3[CH:12]=[N:13][NH:14][C:15]=3[NH2:16])[CH:10]=2)[N:3]=[CH:2]1.[CH2:17]([CH:19]([C:25](=O)[CH3:26])[C:20](OCC)=[O:21])[CH3:18]. The catalyst is C(O)(=O)C. The product is [CH2:25]([C:19]1[C:20](=[O:21])[N:14]2[N:13]=[CH:12][C:11]([N:9]3[CH:10]=[C:6]([C:4]4[N:3]=[CH:2][S:1][CH:5]=4)[N:7]=[CH:8]3)=[C:15]2[NH:16][C:17]=1[CH3:18])[CH3:26]. The yield is 0.300. (4) The reactants are [OH-].[Na+].CO.C([O:7][C:8]([C:10]1[C:14]([C:15]2[CH:20]=[CH:19][C:18]([Cl:21])=[C:17]([Cl:22])[CH:16]=2)=[CH:13][S:12][C:11]=1[N:23]1[C:31](=[O:32])[C:30]2[C:25](=[CH:26][CH:27]=[CH:28][CH:29]=2)[C:24]1=[O:33])=[O:9])C.Cl. The catalyst is O. The product is [Cl:22][C:17]1[CH:16]=[C:15]([C:14]2[C:10]([C:8]([OH:9])=[O:7])=[C:11]([N:23]3[C:24](=[O:33])[C:25]4[C:30](=[CH:29][CH:28]=[CH:27][CH:26]=4)[C:31]3=[O:32])[S:12][CH:13]=2)[CH:20]=[CH:19][C:18]=1[Cl:21]. The yield is 0.920. (5) The reactants are [C:1]([O:5][C:6]([N:8]1[CH2:13][CH2:12][CH:11]([C:14](=O)[CH:15]([CH3:20])[C:16](=O)[CH2:17][CH3:18])[CH2:10][CH2:9]1)=[O:7])([CH3:4])([CH3:3])[CH3:2].[CH2:22]([NH:24][NH2:25])[CH3:23]. The catalyst is C(#N)C.O. The product is [C:1]([O:5][C:6]([N:8]1[CH2:13][CH2:12][CH:11]([C:14]2[N:24]([CH2:22][CH3:23])[N:25]=[C:16]([CH2:17][CH3:18])[C:15]=2[CH3:20])[CH2:10][CH2:9]1)=[O:7])([CH3:4])([CH3:3])[CH3:2]. The yield is 0.740.